This data is from Forward reaction prediction with 1.9M reactions from USPTO patents (1976-2016). The task is: Predict the product of the given reaction. (1) Given the reactants [Li+].CC([N-]C(C)C)C.[CH2:9]([O:11][C:12](=[O:37])[CH2:13][CH2:14][CH2:15][CH2:16][S:17][C:18]([C:31]1[CH:36]=[CH:35][CH:34]=[CH:33][CH:32]=1)([C:25]1[CH:30]=[CH:29][CH:28]=[CH:27][CH:26]=1)[C:19]1[CH:24]=[CH:23][CH:22]=[CH:21][CH:20]=1)[CH3:10].Br[CH2:39][C:40]([O:42][C:43]([CH3:46])([CH3:45])[CH3:44])=[O:41].[Cl-].[NH4+], predict the reaction product. The product is: [CH2:9]([O:11][C:12](=[O:37])[CH:13]([CH2:14][CH2:15][CH2:16][S:17][C:18]([C:31]1[CH:36]=[CH:35][CH:34]=[CH:33][CH:32]=1)([C:19]1[CH:20]=[CH:21][CH:22]=[CH:23][CH:24]=1)[C:25]1[CH:26]=[CH:27][CH:28]=[CH:29][CH:30]=1)[CH2:39][C:40]([O:42][C:43]([CH3:46])([CH3:45])[CH3:44])=[O:41])[CH3:10]. (2) Given the reactants Cl[C:2]1[N:10]=[C:9](Cl)[CH:8]=[CH:7][C:3]=1[C:4]([NH2:6])=[O:5].[NH2:12][C:13]1[CH:18]=[CH:17][CH:16]=[C:15]([CH3:19])[CH:14]=1.[NH2:20][CH:21]1[CH2:25][CH2:24][N:23]([C:26]([O:28]C(C)(C)C)=O)[CH2:22]1.[C:33](O)(=O)[CH:34]=C, predict the reaction product. The product is: [C:26]([N:23]1[CH2:24][CH2:25][CH:21]([NH:20][C:9]2[CH:8]=[CH:7][C:3]([C:4]([NH2:6])=[O:5])=[C:2]([NH:12][C:13]3[CH:14]=[C:15]([CH3:19])[CH:16]=[CH:17][CH:18]=3)[N:10]=2)[CH2:22]1)(=[O:28])[CH:33]=[CH2:34]. (3) Given the reactants [CH2:1]([N:3]([C:13]1[CH:21]=[CH:20][C:16]([C:17]([OH:19])=O)=[CH:15][C:14]=1[CH3:22])[C:4](=[O:12])[CH2:5][CH2:6][CH2:7][CH2:8][CH2:9][O:10][CH3:11])[CH3:2].CN(C(ON1N=NC2C=CC=CC1=2)=[N+](C)C)C.[B-](F)(F)(F)F.C(N(C(C)C)CC)(C)C.[Cl:54][C:55]1[CH:66]=[CH:65][C:58]2[NH:59][C:60]([C@@H:62]([NH2:64])[CH3:63])=[N:61][C:57]=2[CH:56]=1.ClCl, predict the reaction product. The product is: [Cl:54][C:55]1[CH:66]=[CH:65][C:58]2[NH:59][C:60]([C@@H:62]([NH:64][C:17](=[O:19])[C:16]3[CH:20]=[CH:21][C:13]([N:3]([CH2:1][CH3:2])[C:4](=[O:12])[CH2:5][CH2:6][CH2:7][CH2:8][CH2:9][O:10][CH3:11])=[C:14]([CH3:22])[CH:15]=3)[CH3:63])=[N:61][C:57]=2[CH:56]=1. (4) Given the reactants [F:1][C:2]1[CH:3]=[C:4]([CH:8]=[CH:9][C:10]=1[C:11]1[CH:12]=[N:13][C:14]([O:17][CH2:18][CH:19]2[CH2:24][CH2:23][N:22]([CH2:25][C:26]([F:29])([CH3:28])[CH3:27])[CH2:21][CH2:20]2)=[CH:15][CH:16]=1)[C:5](O)=[O:6].[NH:30]1[CH2:35][CH2:34][CH2:33][CH2:32][C@@H:31]1[C:36]([NH2:38])=[O:37].CCN(C(C)C)C(C)C.CCN=C=NCCCN(C)C.C1C=CC2N(O)N=NC=2C=1, predict the reaction product. The product is: [F:1][C:2]1[CH:3]=[C:4]([CH:8]=[CH:9][C:10]=1[C:11]1[CH:12]=[N:13][C:14]([O:17][CH2:18][CH:19]2[CH2:24][CH2:23][N:22]([CH2:25][C:26]([F:29])([CH3:28])[CH3:27])[CH2:21][CH2:20]2)=[CH:15][CH:16]=1)[C:5]([N:30]1[CH2:35][CH2:34][CH2:33][CH2:32][C@@H:31]1[C:36]([NH2:38])=[O:37])=[O:6]. (5) Given the reactants C[O:2][C:3](=[O:20])[C:4]1[CH:9]=[CH:8][C:7]([CH2:10][NH:11][C:12]([O:14][C:15]([CH3:18])([CH3:17])[CH3:16])=[O:13])=[C:6]([CH3:19])[CH:5]=1.[OH-].[Na+], predict the reaction product. The product is: [C:15]([O:14][C:12]([NH:11][CH2:10][C:7]1[CH:8]=[CH:9][C:4]([C:3]([OH:20])=[O:2])=[CH:5][C:6]=1[CH3:19])=[O:13])([CH3:18])([CH3:17])[CH3:16]. (6) Given the reactants C[O:2][C:3](=O)[CH2:4][CH2:5][O:6][N:7]=[C:8]([O:10][CH2:11][CH3:12])[CH3:9].[CH3:14][NH2:15], predict the reaction product. The product is: [CH2:11]([O:10][C:8](=[N:7][O:6][CH2:5][CH2:4][C:3](=[O:2])[NH:15][CH3:14])[CH3:9])[CH3:12]. (7) Given the reactants [NH:1]1[CH:5]=[CH:4][N:3]=[CH:2]1.[C:6]([C:9]1[CH:10]=[CH:11][C:12](Br)=[N:13][CH:14]=1)(=[O:8])[CH3:7].C(=O)([O-])[O-].[K+].[K+].[Cl-].[NH4+], predict the reaction product. The product is: [C:6]([C:9]1[CH:10]=[CH:11][C:12]([N:1]2[CH:5]=[CH:4][N:3]=[CH:2]2)=[N:13][CH:14]=1)(=[O:8])[CH3:7]. (8) Given the reactants [CH3:1][C:2]([CH3:8])([CH3:7])[CH2:3][C:4](Cl)=[O:5].[Br:9][C:10]1[C:11]([CH3:18])=[C:12]([C:14]([Cl:17])=[CH:15][CH:16]=1)[NH2:13].C(N(CC)CC)C.C(OCC)(=O)C.[CH2:32]([Cl:34])Cl, predict the reaction product. The product is: [Br:9][C:10]1[C:11]([CH3:18])=[C:12]([NH:13][C:4](=[O:5])[CH2:3][C:2]([CH3:8])([CH3:7])[CH3:1])[C:14]([Cl:17])=[CH:15][CH:16]=1.[Br:9][C:10]1[C:11]([CH3:18])=[C:12]([NH:13][C:4](=[O:5])[CH2:3][C:2]([CH3:8])([CH3:7])[CH3:1])[CH:14]=[CH:15][C:32]=1[Cl:34]. (9) Given the reactants [NH2:1][C:2]1[S:6][C:5]([C:7]([CH3:11])([CH3:10])[CH2:8][OH:9])=[N:4][N:3]=1.C(N(CC)CC)C.[C:19](O[C:19]([O:21][C:22]([CH3:25])([CH3:24])[CH3:23])=[O:20])([O:21][C:22]([CH3:25])([CH3:24])[CH3:23])=[O:20], predict the reaction product. The product is: [C:22]([O:21][C:19](=[O:20])[NH:1][C:2]1[S:6][C:5]([C:7]([CH3:11])([CH3:10])[CH2:8][OH:9])=[N:4][N:3]=1)([CH3:25])([CH3:24])[CH3:23]. (10) Given the reactants C([O:8][C:9]1[CH:14]=[CH:13][C:12]([C:15]2[N:20]=[CH:19][C:18]([NH:21][C:22]3[CH:27]=[CH:26][CH:25]=[CH:24][CH:23]=3)=[CH:17][CH:16]=2)=[CH:11][C:10]=1[F:28])C1C=CC=CC=1.C(O)(C(F)(F)F)=O, predict the reaction product. The product is: [F:28][C:10]1[CH:11]=[C:12]([C:15]2[CH:16]=[CH:17][C:18]([NH:21][C:22]3[CH:27]=[CH:26][CH:25]=[CH:24][CH:23]=3)=[CH:19][N:20]=2)[CH:13]=[CH:14][C:9]=1[OH:8].